From a dataset of Forward reaction prediction with 1.9M reactions from USPTO patents (1976-2016). Predict the product of the given reaction. Given the reactants [NH:1]1[CH2:5][CH:4]([CH2:6][C@H:7]([NH:12][CH3:13])[C:8]([O:10][CH3:11])=[O:9])[NH:3][CH2:2]1.O=[CH:15][CH2:16][NH:17][C:18](=[O:24])[O:19][C:20]([CH3:23])([CH3:22])[CH3:21].C([O-])(=O)C.[Na+].C([BH3-])#N.[Na+].Cl.C(=O)([O-])O.[Na+], predict the reaction product. The product is: [C:20]([O:19][C:18]([NH:17][CH2:16][CH2:15][N:12]([CH3:13])[C@@H:7]([CH2:6][C:4]1[N:3]=[CH:2][NH:1][CH:5]=1)[C:8]([O:10][CH3:11])=[O:9])=[O:24])([CH3:23])([CH3:22])[CH3:21].